This data is from Catalyst prediction with 721,799 reactions and 888 catalyst types from USPTO. The task is: Predict which catalyst facilitates the given reaction. (1) Reactant: [NH2:1][C:2]1[C:7]([C:8]([C:10]2[C:15]([O:16][CH3:17])=[CH:14][CH:13]=[C:12]([F:18])[C:11]=2[F:19])=[O:9])=[CH:6][N:5]=[C:4]([S:20][CH2:21][CH3:22])[N:3]=1.ClC1C=C(C=CC=1)C(OO)=[O:28].CCCCCC. Product: [NH2:1][C:2]1[C:7]([C:8]([C:10]2[C:15]([O:16][CH3:17])=[CH:14][CH:13]=[C:12]([F:18])[C:11]=2[F:19])=[O:9])=[CH:6][N:5]=[C:4]([S:20]([CH2:21][CH3:22])=[O:28])[N:3]=1. The catalyst class is: 4. (2) Reactant: Cl[C:2]1[CH:7]=[CH:6][N:5]=[C:4]([C:8]#[N:9])[CH:3]=1.[CH3:10][NH:11][C:12]1[CH:17]=[CH:16][C:15]([OH:18])=[CH:14][C:13]=1[N+:19]([O-:21])=[O:20].C([O-])([O-])=O.[K+].[K+].O. Product: [CH3:10][NH:11][C:12]1[CH:17]=[CH:16][C:15]([O:18][C:2]2[CH:7]=[CH:6][N:5]=[C:4]([C:8]#[N:9])[CH:3]=2)=[CH:14][C:13]=1[N+:19]([O-:21])=[O:20]. The catalyst class is: 16.